From a dataset of Catalyst prediction with 721,799 reactions and 888 catalyst types from USPTO. Predict which catalyst facilitates the given reaction. (1) Reactant: [F:1][C:2]1[CH:7]=[CH:6][C:5]([N:8]2[C:16]([C:17]([NH:19][CH3:20])=[O:18])=[C:15]3[C:10]([CH:11]=[C:12]([N:30]([CH3:35])[S:31]([CH3:34])(=[O:33])=[O:32])[C:13](B4OC(C)(C)C(C)(C)O4)=[CH:14]3)=[N:9]2)=[CH:4][CH:3]=1.Cl[C:37]1[CH:38]=[CH:39][C:40]2[N:41]=[CH:42][N:43]3[C:51]4[CH:50]=[CH:49][CH:48]=[C:47]([F:52])[C:46]=4[CH:45]=[C:44]3[C:53]=2[N:54]=1.CC(C1C=C(C(C)C)C(C2C=CC=CC=2P(C2CCCCC2)C2CCCCC2)=C(C(C)C)C=1)C. Product: [F:1][C:2]1[CH:7]=[CH:6][C:5]([N:8]2[C:16]([C:17]([NH:19][CH3:20])=[O:18])=[C:15]3[C:14]([CH:13]=[C:12]([N:30]([CH3:35])[S:31]([CH3:34])(=[O:33])=[O:32])[C:11]([C:37]4[CH:38]=[CH:39][C:40]5[N:41]=[CH:42][N:43]6[C:51]7[CH:50]=[CH:49][CH:48]=[C:47]([F:52])[C:46]=7[CH:45]=[C:44]6[C:53]=5[N:54]=4)=[CH:10]3)=[N:9]2)=[CH:4][CH:3]=1. The catalyst class is: 62. (2) Reactant: N[C:2]1[S:3][C:4]2[C:9]([NH:10][CH:11]([CH2:14][O:15][CH3:16])[CH2:12][OH:13])=[N:8][C:7]([S:17][CH2:18][C:19]3[CH:24]=[CH:23][CH:22]=[C:21]([F:25])[C:20]=3[F:26])=[N:6][C:5]=2[N:27]=1.[ClH:28].N([O-])=O.[Na+]. Product: [Cl:28][C:2]1[S:3][C:4]2[C:9]([NH:10][CH:11]([CH2:14][O:15][CH3:16])[CH2:12][OH:13])=[N:8][C:7]([S:17][CH2:18][C:19]3[CH:24]=[CH:23][CH:22]=[C:21]([F:25])[C:20]=3[F:26])=[N:6][C:5]=2[N:27]=1. The catalyst class is: 6. (3) Reactant: C[O:2][C:3]1[CH:8]=[C:7]([CH2:9][NH:10][CH2:11][CH2:12][N:13]2[C:22]3[C:17]([C:18](=[O:24])[NH:19][C:20](=[O:23])[N:21]=3)=[N:16][C:15]3[CH:25]=[C:26]([CH3:30])[C:27]([CH3:29])=[CH:28][C:14]2=3)[CH:6]=[CH:5][N:4]=1.[Na+].[I-]. Product: [OH:2][C:3]1[CH:8]=[C:7]([CH2:9][NH:10][CH2:11][CH2:12][N:13]2[C:22]3[C:17]([C:18](=[O:24])[NH:19][C:20](=[O:23])[N:21]=3)=[N:16][C:15]3[CH:25]=[C:26]([CH3:30])[C:27]([CH3:29])=[CH:28][C:14]2=3)[CH:6]=[CH:5][N:4]=1. The catalyst class is: 15. (4) Reactant: CC([O:5][C:6](=[O:24])[CH2:7][N:8]1[C:13]2[CH:14]=[C:15]([C:18]([O:20][CH2:21][CH3:22])=[O:19])[CH:16]=[CH:17][C:12]=2[O:11][CH2:10][C:9]1=[O:23])(C)C.CC#N.O. Product: [CH2:21]([O:20][C:18]([C:15]1[CH:16]=[CH:17][C:12]2[O:11][CH2:10][C:9](=[O:23])[N:8]([CH2:7][C:6]([OH:24])=[O:5])[C:13]=2[CH:14]=1)=[O:19])[CH3:22]. The catalyst class is: 557.